Task: Predict the reactants needed to synthesize the given product.. Dataset: Full USPTO retrosynthesis dataset with 1.9M reactions from patents (1976-2016) (1) Given the product [C:1]([C:5]1[CH:10]=[CH:9][C:8]([NH:11][C:12]([N:16]([CH3:15])[O:17][CH2:18][C:19]([OH:21])=[O:20])=[S:13])=[CH:7][CH:6]=1)([CH3:4])([CH3:2])[CH3:3], predict the reactants needed to synthesize it. The reactants are: [C:1]([C:5]1[CH:10]=[CH:9][C:8]([N:11]=[C:12]=[S:13])=[CH:7][CH:6]=1)([CH3:4])([CH3:3])[CH3:2].Cl.[CH3:15][NH:16][O:17][CH2:18][C:19]([OH:21])=[O:20].C(N(CC)CC)C. (2) Given the product [I:11][C:12]1[CH:20]=[CH:19][C:15]([C:16]([N:7]2[CH2:6][C@@H:5]3[CH2:10][C@H:8]2[CH2:9][N:4]3[CH2:1][CH2:2][CH3:3])=[O:17])=[CH:14][CH:13]=1, predict the reactants needed to synthesize it. The reactants are: [CH2:1]([N:4]1[CH2:9][C@@H:8]2[CH2:10][C@H:5]1[CH2:6][NH:7]2)[CH2:2][CH3:3].[I:11][C:12]1[CH:20]=[CH:19][C:15]([C:16](Cl)=[O:17])=[CH:14][CH:13]=1. (3) Given the product [Cl:11][CH2:12][CH2:13][CH2:14][C:15]([N:2]1[CH2:3][CH2:4][C:5]2[C:10](=[CH:9][CH:8]=[CH:7][CH:6]=2)[CH2:1]1)=[O:16], predict the reactants needed to synthesize it. The reactants are: [CH2:1]1[C:10]2[C:5](=[CH:6][CH:7]=[CH:8][CH:9]=2)[CH2:4][CH2:3][NH:2]1.[Cl:11][CH2:12][CH2:13][CH2:14][C:15](Cl)=[O:16]. (4) The reactants are: C([O-])(=O)C.[O:5]=[C:6]1[C@@H:9]([NH3+:10])[CH2:8][NH:7]1.CCN(C(C)C)C(C)C.[C:20]1([CH2:26][CH2:27][CH2:28][O:29][C:30](N2C=CC=CC2=O)=[O:31])[CH:25]=[CH:24][CH:23]=[CH:22][CH:21]=1.CCOCC. Given the product [C:20]1([CH2:26][CH2:27][CH2:28][O:29][C:30](=[O:31])[NH:10][C@H:9]2[CH2:8][NH:7][C:6]2=[O:5])[CH:25]=[CH:24][CH:23]=[CH:22][CH:21]=1, predict the reactants needed to synthesize it.